From a dataset of Reaction yield outcomes from USPTO patents with 853,638 reactions. Predict the reaction yield, written as a fraction of the theoretical maximum amount of product (1.0 means a 100% yield; for example, 0.34 means a 34% yield). (1) The reactants are Br[C:2]1[C:11]2[C:6](=[CH:7][C:8]([C:12]3[CH:17]=[CH:16][C:15]([O:18][CH3:19])=[CH:14][CH:13]=3)=[CH:9][CH:10]=2)[CH:5]=[CH:4][C:3]=1[O:20][CH3:21].[C:22]([Cu])#[N:23].CN(C=O)C. The catalyst is C(OCC)(=O)C. The product is [CH3:21][O:20][C:3]1[CH:4]=[CH:5][C:6]2[C:11](=[CH:10][CH:9]=[C:8]([C:12]3[CH:17]=[CH:16][C:15]([O:18][CH3:19])=[CH:14][CH:13]=3)[CH:7]=2)[C:2]=1[C:22]#[N:23]. The yield is 0.300. (2) The product is [CH3:1][O:2][CH2:3][C:4]1[CH:10]=[CH:9][CH:8]=[CH:7][C:5]=1[NH:6][NH2:11]. The catalyst is Cl.O. The reactants are [CH3:1][O:2][CH2:3][C:4]1[CH:10]=[CH:9][CH:8]=[CH:7][C:5]=1[NH2:6].[N:11]([O-])=O.[Na+].[OH-].[Na+]. The yield is 0.710. (3) The reactants are [OH:1][C:2]1[CH:3]=[C:4]2[C:9](=[CH:10][CH:11]=1)[N:8]=[C:7]([C:12]1[CH:19]=[CH:18][C:15]([C:16]#[N:17])=[CH:14][CH:13]=1)[CH:6]=[CH:5]2.[NH2:20][OH:21].Cl. The catalyst is CCO. The product is [OH:21][NH:20][C:16](=[NH:17])[C:15]1[CH:14]=[CH:13][C:12]([C:7]2[CH:6]=[CH:5][C:4]3[C:9](=[CH:10][CH:11]=[C:2]([OH:1])[CH:3]=3)[N:8]=2)=[CH:19][CH:18]=1. The yield is 0.780.